Dataset: Cav3 T-type calcium channel HTS with 100,875 compounds. Task: Binary Classification. Given a drug SMILES string, predict its activity (active/inactive) in a high-throughput screening assay against a specified biological target. (1) The drug is O1c2cc(c3c4CCCCCCc4nc(N)c3C#N)ccc2OC1. The result is 0 (inactive). (2) The drug is S(c1ncnc2c3c(oc12)cccc3)c1cc2c(cc1)cccc2. The result is 0 (inactive). (3) The compound is S(=O)(=O)(N(CCCN1CCOCC1)Cc1c(OC)ccc(OC)c1)c1ccc(NC(=O)C)cc1. The result is 0 (inactive). (4) The result is 0 (inactive). The compound is Clc1c(CNC(=O)NC(C(CC)C)C(OC)=O)cccc1. (5) The compound is O1c2n[nH]c(c2C2(c3c(N(C2=O)CC)cccc3)C(=C1N)C#N)CCC. The result is 0 (inactive). (6) The drug is S(C=1N(C(=O)C2CC2)CCN1)Cc1cc(F)ccc1. The result is 0 (inactive).